Dataset: M1 muscarinic receptor antagonist screen with 61,756 compounds. Task: Binary Classification. Given a drug SMILES string, predict its activity (active/inactive) in a high-throughput screening assay against a specified biological target. (1) The drug is S(=O)(=O)(NCCC(=O)N1CCC(CC1)C)c1ccccc1. The result is 0 (inactive). (2) The molecule is S(=O)(=O)(N1C(SCC1)c1c(OC)cc(OC)c(OC)c1)c1ccc(F)cc1. The result is 0 (inactive). (3) The drug is S1C=2N(C(C=3CCc4c(C3N2)cccc4)c2ccc(OC)cc2)C(=O)C1. The result is 0 (inactive). (4) The compound is O=C(Cn1c=2n(CCN2)c2c1cccc2)c1occc1. The result is 0 (inactive). (5) The drug is S(=O)(=O)(N1C(N(CC1)C(=O)N1CCOCC1)C)c1ccc(cc1)C. The result is 0 (inactive).